Dataset: Catalyst prediction with 721,799 reactions and 888 catalyst types from USPTO. Task: Predict which catalyst facilitates the given reaction. (1) Reactant: [OH-].[Na+:2].C([O:5][C:6](=[O:22])[CH2:7][C:8]1[N:13]=[C:12]([O:14][CH3:15])[CH:11]=[C:10]([N:16]2[CH2:21][CH2:20][O:19][CH2:18][CH2:17]2)[N:9]=1)C. Product: [CH3:15][O:14][C:12]1[CH:11]=[C:10]([N:16]2[CH2:17][CH2:18][O:19][CH2:20][CH2:21]2)[N:9]=[C:8]([CH2:7][C:6]([O-:22])=[O:5])[N:13]=1.[Na+:2]. The catalyst class is: 1. (2) Reactant: [F:1][C:2]([F:28])([F:27])[C:3]1[CH:8]=[C:7]([C:9]2[O:13][N:12]=[C:11]([C:14]3[CH:19]=[CH:18][C:17]([NH2:20])=[CH:16][CH:15]=3)[CH:10]=2)[CH:6]=[CH:5][C:4]=1[C:21]1[CH:26]=[CH:25][CH:24]=[CH:23][CH:22]=1.CN1CCOCC1.[C:36]1(=[O:42])[O:41][C:39](=[O:40])[CH2:38][CH2:37]1. Product: [F:28][C:2]([F:27])([F:1])[C:3]1[CH:8]=[C:7]([C:9]2[O:13][N:12]=[C:11]([C:14]3[CH:15]=[CH:16][C:17]([NH:20][C:36](=[O:42])[CH2:37][CH2:38][C:39]([OH:41])=[O:40])=[CH:18][CH:19]=3)[CH:10]=2)[CH:6]=[CH:5][C:4]=1[C:21]1[CH:26]=[CH:25][CH:24]=[CH:23][CH:22]=1. The catalyst class is: 2. (3) Reactant: [CH2:1]([S:3]([N:6]1[CH:10]=[CH:9][C:8]([N+:11]([O-])=O)=[N:7]1)(=[O:5])=[O:4])[CH3:2].CO.[H][H]. Product: [CH2:1]([S:3]([N:6]1[CH:10]=[CH:9][C:8]([NH2:11])=[N:7]1)(=[O:5])=[O:4])[CH3:2]. The catalyst class is: 78. (4) Product: [F:43][C:40]1[CH:39]=[CH:38][C:37]([C:34]2[CH:35]=[N:36][C:31]([N:28]3[CH2:27][CH2:26][N:25]([S:22]([CH2:21][C@H:17]([CH:18]([CH3:19])[CH3:20])[C:16]([OH:49])=[O:44])(=[O:23])=[O:24])[CH2:30][CH2:29]3)=[N:32][CH:33]=2)=[CH:42][CH:41]=1. The catalyst class is: 801. Reactant: OO.C([C@@H]1COC(=O)N1[C:16](=[O:44])[C@H:17]([CH2:21][S:22]([N:25]1[CH2:30][CH2:29][N:28]([C:31]2[N:36]=[CH:35][C:34]([C:37]3[CH:42]=[CH:41][C:40]([F:43])=[CH:39][CH:38]=3)=[CH:33][N:32]=2)[CH2:27][CH2:26]1)(=[O:24])=[O:23])[CH:18]([CH3:20])[CH3:19])C1C=CC=CC=1.O.[OH-].[Li+].S([O-])([O-])=[O:49].[Na+].[Na+]. (5) Reactant: C1(P(C2C=CC=CC=2)C2C=CC=CC=2)C=CC=CC=1.[I:20]I.[Cl:22][C:23]1[CH:40]=[C:39]([CH3:41])[CH:38]=[C:37]([Cl:42])[C:24]=1[O:25][CH2:26][CH2:27][O:28][C:29]1[CH:34]=[CH:33][C:32]([CH2:35]O)=[CH:31][CH:30]=1.N1C=CN=C1. Product: [Cl:22][C:23]1[CH:40]=[C:39]([CH3:41])[CH:38]=[C:37]([Cl:42])[C:24]=1[O:25][CH2:26][CH2:27][O:28][C:29]1[CH:34]=[CH:33][C:32]([CH2:35][I:20])=[CH:31][CH:30]=1. The catalyst class is: 2. (6) Reactant: [CH2:1]([N:3]1[CH:7]=[CH:6][C:5]([NH:8][C:9](=[O:23])[C:10]2[CH:15]=[C:14]([O:16][C@@H:17]([CH3:21])[CH2:18][O:19][CH3:20])[CH:13]=[C:12]([OH:22])[CH:11]=2)=[N:4]1)[CH3:2].[N:24]1([C:28]([C:30]2[CH:31]=[C:32]([Cl:37])[C:33](Cl)=[N:34][CH:35]=2)=[O:29])[CH2:27][CH2:26][CH2:25]1.C(=O)([O-])[O-].[K+].[K+]. Product: [N:24]1([C:28]([C:30]2[CH:31]=[C:32]([Cl:37])[C:33]([O:22][C:12]3[CH:11]=[C:10]([CH:15]=[C:14]([O:16][C@@H:17]([CH3:21])[CH2:18][O:19][CH3:20])[CH:13]=3)[C:9]([NH:8][C:5]3[CH:6]=[CH:7][N:3]([CH2:1][CH3:2])[N:4]=3)=[O:23])=[N:34][CH:35]=2)=[O:29])[CH2:27][CH2:26][CH2:25]1. The catalyst class is: 10.